This data is from Forward reaction prediction with 1.9M reactions from USPTO patents (1976-2016). The task is: Predict the product of the given reaction. (1) Given the reactants [CH2:1]([C:4]1[N:5]([CH2:17][CH2:18][C:19]([O:21]CC)=O)[C:6]2[C:15]3[CH:14]=[CH:13][CH:12]=[CH:11][C:10]=3[N:9]=[CH:8][C:7]=2[N:16]=1)[CH2:2][CH3:3].C([O-])(=O)C.[NH4+:28], predict the reaction product. The product is: [CH2:1]([C:4]1[N:5]([CH2:17][CH2:18][C:19]([NH2:28])=[O:21])[C:6]2[C:15]3[CH:14]=[CH:13][CH:12]=[CH:11][C:10]=3[N:9]=[CH:8][C:7]=2[N:16]=1)[CH2:2][CH3:3]. (2) Given the reactants [CH3:1][O:2][CH:3]([O:23][CH3:24])[C:4]1[C:13]([CH2:14][N:15]2[CH2:20][CH2:19][N:18]([CH3:21])[CH2:17][C:16]2=[O:22])=[CH:12][C:11]2[CH2:10][CH2:9][CH2:8][NH:7][C:6]=2[N:5]=1.[C:25]([C:27]1[C:28]([O:43][CH:44]([CH3:46])[CH3:45])=[CH:29][C:30]([NH:33][C:34](=O)[O:35]C2C=CC=CC=2)=[N:31][CH:32]=1)#[N:26], predict the reaction product. The product is: [C:25]([C:27]1[C:28]([O:43][CH:44]([CH3:46])[CH3:45])=[CH:29][C:30]([NH:33][C:34]([N:7]2[C:6]3[C:11](=[CH:12][C:13]([CH2:14][N:15]4[CH2:20][CH2:19][N:18]([CH3:21])[CH2:17][C:16]4=[O:22])=[C:4]([CH:3]([O:23][CH3:24])[O:2][CH3:1])[N:5]=3)[CH2:10][CH2:9][CH2:8]2)=[O:35])=[N:31][CH:32]=1)#[N:26].